This data is from Forward reaction prediction with 1.9M reactions from USPTO patents (1976-2016). The task is: Predict the product of the given reaction. (1) Given the reactants [F-:1].[Na+].[F:3][C:4](F)([F:15])[O:5][C:6](F)(F)[C:7](F)(F)[C:8](F)=[O:9].[CH3:17][OH:18], predict the reaction product. The product is: [CH3:17][O:18][C:8](=[O:9])[CH2:7][CH2:6][O:5][C:4]([F:15])([F:3])[F:1]. (2) Given the reactants Cl.[O:2]1[CH:6]=[CH:5][C:4]([C:7]2[CH:8]=[C:9]([CH:12]=[CH:13][CH:14]=2)[CH2:10][NH2:11])=[CH:3]1.[Cl:15][C:16]1[CH:21]=[CH:20][C:19]([NH:22][C:23](=[O:30])[CH2:24][O:25][CH2:26][C:27](O)=[O:28])=[C:18]([C:31]([O:33]C)=[O:32])[CH:17]=1, predict the reaction product. The product is: [Cl:15][C:16]1[CH:21]=[CH:20][C:19]([NH:22][C:23](=[O:30])[CH2:24][O:25][CH2:26][C:27]([NH:11][CH2:10][C:9]2[CH:12]=[CH:13][CH:14]=[C:7]([C:4]3[CH:5]=[CH:6][O:2][CH:3]=3)[CH:8]=2)=[O:28])=[C:18]([CH:17]=1)[C:31]([OH:33])=[O:32]. (3) Given the reactants [F:1][C:2]1[CH:7]=[CH:6][C:5]([NH:8][C@H:9]([C:13]2[CH:18]=[CH:17][CH:16]=[CH:15][CH:14]=2)[C:10]([OH:12])=[O:11])=[CH:4][CH:3]=1.[N:19]12[CH2:26][CH2:25][CH:22]([CH2:23][CH2:24]1)[C@H:21](O)[CH2:20]2.CCOC(/N=N/C(OCC)=O)=O.C1(P(C2C=CC=CC=2)C2C=CC=CC=2)C=CC=CC=1, predict the reaction product. The product is: [N:19]12[CH2:26][CH2:25][CH:22]([CH2:23][CH2:24]1)[C@@H:21]([O:11][C:10](=[O:12])[C@H:9]([NH:8][C:5]1[CH:6]=[CH:7][C:2]([F:1])=[CH:3][CH:4]=1)[C:13]1[CH:14]=[CH:15][CH:16]=[CH:17][CH:18]=1)[CH2:20]2. (4) Given the reactants [O:1]([C:8]1[CH:13]=[CH:12][CH:11]=[CH:10][C:9]=1[NH:14][S:15]([C:18]1[CH:30]=[CH:29][C:21]([C:22]([NH:24][CH2:25][C:26](O)=[O:27])=[O:23])=[CH:20][CH:19]=1)(=[O:17])=[O:16])[C:2]1[CH:7]=[CH:6][CH:5]=[CH:4][CH:3]=1.[F:31][C:32]1([F:42])[O:36][C:35]2[CH:37]=[CH:38][CH:39]=[C:40]([NH2:41])[C:34]=2[O:33]1, predict the reaction product. The product is: [F:42][C:32]1([F:31])[O:36][C:35]2[CH:37]=[CH:38][CH:39]=[C:40]([NH:41][C:26]([CH2:25][NH:24][C:22](=[O:23])[C:21]3[CH:20]=[CH:19][C:18]([S:15](=[O:16])(=[O:17])[NH:14][C:9]4[CH:10]=[CH:11][CH:12]=[CH:13][C:8]=4[O:1][C:2]4[CH:3]=[CH:4][CH:5]=[CH:6][CH:7]=4)=[CH:30][CH:29]=3)=[O:27])[C:34]=2[O:33]1. (5) Given the reactants [N:1]([CH2:4][CH:5]1[C:14]2[C:9](=[CH:10][CH:11]=[C:12]([O:15][CH3:16])[CH:13]=2)[CH2:8][N:7]([C:17]([O:19][C:20]([CH3:23])([CH3:22])[CH3:21])=[O:18])[CH2:6]1)=[N+]=[N-], predict the reaction product. The product is: [NH2:1][CH2:4][CH:5]1[C:14]2[C:9](=[CH:10][CH:11]=[C:12]([O:15][CH3:16])[CH:13]=2)[CH2:8][N:7]([C:17]([O:19][C:20]([CH3:23])([CH3:22])[CH3:21])=[O:18])[CH2:6]1. (6) The product is: [CH:1]1([CH:4]([C:18]2[CH:23]=[CH:22][CH:21]=[CH:20][N:19]=2)[NH:5][C:6]([C:8]2[CH:9]=[C:10]3[C:14](=[CH:15][CH:16]=2)[NH:13][N:12]=[C:11]3[C:32]2[CH:33]=[CH:34][C:35]([O:36][CH:37]3[CH2:38][CH2:39][N:40]([CH:43]=[O:44])[CH2:41][CH2:42]3)=[CH:45][CH:46]=2)=[O:7])[CH2:3][CH2:2]1. Given the reactants [CH:1]1([CH:4]([C:18]2[CH:23]=[CH:22][CH:21]=[CH:20][N:19]=2)[NH:5][C:6]([C:8]2[CH:9]=[C:10]3[C:14](=[CH:15][CH:16]=2)[NH:13][N:12]=[C:11]3I)=[O:7])[CH2:3][CH2:2]1.CC1(C)C(C)(C)OB([C:32]2[CH:46]=[CH:45][C:35]([O:36][CH:37]3[CH2:42][CH2:41][N:40]([CH:43]=[O:44])[CH2:39][CH2:38]3)=[CH:34][CH:33]=2)O1, predict the reaction product. (7) The product is: [ClH:29].[OH:32][CH2:30][C@@H:7]1[O:6][C:5](=[O:8])[N:4]([C:9]2[CH:14]=[CH:13][C:12]([N:15]3[CH2:16][CH2:17][NH:18][CH2:19][CH2:20]3)=[C:11]([F:28])[CH:10]=2)[CH2:3]1. Given the reactants OC[C@@H:3]1[CH2:7][O:6][C:5](=[O:8])[N:4]1[C:9]1[CH:14]=[CH:13][C:12]([N:15]2[CH2:20][CH2:19][N:18](C(OC(C)(C)C)=O)[CH2:17][CH2:16]2)=[C:11]([F:28])[CH:10]=1.[ClH:29].[CH2:30]([OH:32])C, predict the reaction product. (8) Given the reactants [NH2:1][C@H:2]([C:7]([OH:9])=[O:8])[CH2:3][C:4]([OH:6])=O.[F:10][C:11]([F:22])([F:21])[C:12](O[C:12](=[O:13])[C:11]([F:22])([F:21])[F:10])=[O:13], predict the reaction product. The product is: [F:10][C:11]([F:22])([F:21])[C:12]([NH:1][C@@H:2]1[C:7](=[O:8])[O:9][C:4](=[O:6])[CH2:3]1)=[O:13]. (9) Given the reactants [C:1]([O:5][C:6](=[O:15])[NH:7][C:8]1[CH:9]=[N:10][CH:11]=[C:12]([CH3:14])[CH:13]=1)([CH3:4])([CH3:3])[CH3:2].CNCCN(C)C.C([Li])CCC.[I:28]I, predict the reaction product. The product is: [C:1]([O:5][C:6](=[O:15])[NH:7][C:8]1[CH:9]=[N:10][CH:11]=[C:12]([CH3:14])[C:13]=1[I:28])([CH3:4])([CH3:3])[CH3:2]. (10) Given the reactants [Cl:1][C:2]1[N:7]=[C:6]([NH:8]CC2C=CC(OC)=CC=2)[C:5]([C:18]([O:20][CH3:21])=[O:19])=[CH:4][CH:3]=1.C1(OC)C=CC=CC=1, predict the reaction product. The product is: [NH2:8][C:6]1[C:5]([C:18]([O:20][CH3:21])=[O:19])=[CH:4][CH:3]=[C:2]([Cl:1])[N:7]=1.